From a dataset of Reaction yield outcomes from USPTO patents with 853,638 reactions. Predict the reaction yield, written as a fraction of the theoretical maximum amount of product (1.0 means a 100% yield; for example, 0.34 means a 34% yield). (1) The reactants are [CH2:1]([N:8]([CH2:12][Si](C)(C)C)[CH2:9]OC)[C:2]1[CH:7]=[CH:6][CH:5]=[CH:4][CH:3]=1.[F:17][CH2:18][C:19](=[CH2:25])[C:20]([O:22][CH2:23][CH3:24])=[O:21].C(O)(C(F)(F)F)=O.C([O-])(O)=O.[Na+]. The catalyst is C(Cl)Cl.CCOC(C)=O.CCCCCC.C(OCC)(=O)C. The product is [CH2:1]([N:8]1[CH2:9][CH2:25][C:19]([CH2:18][F:17])([C:20]([O:22][CH2:23][CH3:24])=[O:21])[CH2:12]1)[C:2]1[CH:3]=[CH:4][CH:5]=[CH:6][CH:7]=1. The yield is 0.230. (2) The reactants are C(NC(C)C)(C)C.C([Li])CCC.[C:13]1([C:23]2[CH:28]=[CH:27][CH:26]=[CH:25][CH:24]=2)[CH:18]=[CH:17][C:16]([CH2:19][C:20]([OH:22])=[O:21])=[CH:15][CH:14]=1.I[CH2:30][CH:31]1[CH2:35][CH2:34][CH2:33][CH2:32]1. The catalyst is O1CCCC1.CN1CCCN(C)C1=O. The product is [C:13]1([C:23]2[CH:24]=[CH:25][CH:26]=[CH:27][CH:28]=2)[CH:14]=[CH:15][C:16]([CH:19]([CH2:30][CH:31]2[CH2:35][CH2:34][CH2:33][CH2:32]2)[C:20]([OH:22])=[O:21])=[CH:17][CH:18]=1. The yield is 0.740.